Dataset: Reaction yield outcomes from USPTO patents with 853,638 reactions. Task: Predict the reaction yield, written as a fraction of the theoretical maximum amount of product (1.0 means a 100% yield; for example, 0.34 means a 34% yield). (1) The product is [NH2:26][CH:14]1[CH2:15][CH2:16][N:11]([C:9]([O:8][CH2:1][C:2]2[CH:7]=[CH:6][CH:5]=[CH:4][CH:3]=2)=[O:10])[CH2:12][C:13]1([CH3:19])[CH3:18]. The reactants are [CH2:1]([O:8][C:9]([N:11]1[CH2:16][CH2:15][C:14](=O)[C:13]([CH3:19])([CH3:18])[CH2:12]1)=[O:10])[C:2]1[CH:7]=[CH:6][CH:5]=[CH:4][CH:3]=1.C([O-])(=O)C.[NH4+].C([BH3-])#[N:26].[Na+]. The catalyst is CO. The yield is 0.770. (2) The reactants are [NH:1]1[C:5]2=[N:6][CH:7]=[CH:8][CH:9]=[C:4]2[C:3]([CH:10]=[C:11]2[O:15][C:14]([NH:16][C:17]3[CH:22]=[CH:21][CH:20]=[CH:19][C:18]=3[Cl:23])=[C:13](C(OCC)=O)[C:12]2=[O:29])=[CH:2]1. The catalyst is CN(C)C=O. The product is [NH:1]1[C:5]2=[N:6][CH:7]=[CH:8][CH:9]=[C:4]2[C:3]([CH:10]=[C:11]2[C:12](=[O:29])[CH:13]=[C:14]([NH:16][C:17]3[CH:22]=[CH:21][CH:20]=[CH:19][C:18]=3[Cl:23])[O:15]2)=[CH:2]1. The yield is 0.110. (3) The catalyst is CO. The reactants are [CH2:1]([NH:3][C:4]([N:6]1[CH:10]([C:11]2[CH:15]=[CH:14][S:13][CH:12]=2)[CH2:9][CH:8]=[N:7]1)=[S:5])[CH3:2].I[CH3:17]. The yield is 0.640. The product is [CH3:17][S:5][C:4]([N:6]1[CH:10]([C:11]2[CH:15]=[CH:14][S:13][CH:12]=2)[CH2:9][CH:8]=[N:7]1)=[N:3][CH2:1][CH3:2]. (4) The yield is 0.460. The reactants are C([O:9][CH2:10][C@@H:11]1[C:15]([O:17]C(=O)C)([CH3:16])[C@:14]([F:22])([CH3:21])[CH:13]([N:23]2[CH:28]=[CH:27][C:26]([NH:29]C(=O)C3C=CC=CC=3)=[N:25][C:24]2=[O:38])[O:12]1)(=O)C1C=CC=CC=1.CO. The catalyst is N. The product is [NH2:29][C:26]1[CH:27]=[CH:28][N:23]([C@H:13]2[C:14]([F:22])([CH3:21])[C@@:15]([OH:17])([CH3:16])[CH:11]([CH2:10][OH:9])[O:12]2)[C:24](=[O:38])[N:25]=1. (5) The reactants are [SH:1][CH2:2][CH2:3][CH2:4][CH2:5][CH2:6][CH2:7][CH2:8][CH2:9][CH2:10][CH2:11][CH2:12][O:13][CH2:14][CH2:15][O:16][CH2:17][CH2:18][O:19][CH2:20][CH2:21][OH:22].[OH-:23].[Na+].II.C(Cl)Cl. The catalyst is C1COCC1. The product is [OH:22][CH2:21][CH2:20][O:19][CH2:18][CH2:17][O:16][CH2:15][CH2:14][O:13][CH2:12][CH2:11][CH2:10][CH2:9][CH2:8][CH2:7][CH2:6][CH2:5][CH2:4][CH2:3][CH2:2][S:1][S:1][CH2:2][CH2:3][CH2:4][CH2:5][CH2:6][CH2:7][CH2:8][CH2:9][CH2:10][CH2:11][CH2:12][O:23][CH2:14][CH2:15][O:16][CH2:17][CH2:18][O:19][CH2:20][CH2:21][OH:22]. The yield is 0.540.